This data is from Full USPTO retrosynthesis dataset with 1.9M reactions from patents (1976-2016). The task is: Predict the reactants needed to synthesize the given product. (1) The reactants are: C([O:3][C:4]([C:6]1[N:7]=[N:8][C:9]([O:12][CH2:13][C:14]2[C:15]([C:20]3[CH:25]=[CH:24][C:23]([F:26])=[CH:22][CH:21]=3)=[N:16][O:17][C:18]=2[CH3:19])=[CH:10][CH:11]=1)=O)C.C(OC(C1N=NC(OCC2[C:41]([C:46]3[CH:51]=[CH:50]C=C(F)C=3)=[N:42]OC=2C)=CC=1)=O)C.NCC1CC1. Given the product [CH:46]1([CH2:41][NH:42][C:4]([C:6]2[N:7]=[N:8][C:9]([O:12][CH2:13][C:14]3[C:15]([C:20]4[CH:21]=[CH:22][C:23]([F:26])=[CH:24][CH:25]=4)=[N:16][O:17][C:18]=3[CH3:19])=[CH:10][CH:11]=2)=[O:3])[CH2:51][CH2:50]1, predict the reactants needed to synthesize it. (2) Given the product [Cl:21][C:6]1[CH:5]=[N+:4]([O-:22])[CH:3]=[C:2]([Cl:1])[C:7]=1[CH2:8][C@H:9]([O:10][C:28](=[O:29])[C:27]1[CH:31]=[CH:32][CH:33]=[C:25]([CH:23]=[O:24])[CH:26]=1)[C:11]1[CH:16]=[CH:15][C:14]([O:17][CH3:18])=[C:13]([O:19][CH3:20])[CH:12]=1, predict the reactants needed to synthesize it. The reactants are: [Cl:1][C:2]1[CH:3]=[N+:4]([O-:22])[CH:5]=[C:6]([Cl:21])[C:7]=1[CH2:8][C@@H:9]([C:11]1[CH:16]=[CH:15][C:14]([O:17][CH3:18])=[C:13]([O:19][CH3:20])[CH:12]=1)[OH:10].[CH:23]([C:25]1[CH:26]=[C:27]([CH:31]=[CH:32][CH:33]=1)[C:28](O)=[O:29])=[O:24].Cl.CN(C)CCCN=C=NCC. (3) Given the product [CH2:40]([O:42][C:43]([C:44]1([S:45]([C:48]2[CH:53]=[CH:52][C:51]([O:54][CH2:55][C:56]3[CH:61]=[CH:60][CH:59]=[CH:58][CH:57]=3)=[CH:50][CH:49]=2)(=[O:47])=[O:46])[CH2:14][CH2:13][N:5]([CH2:6][C:7]2[CH:12]=[CH:11][CH:10]=[CH:9][CH:8]=2)[CH2:4][CH2:3]1)=[O:62])[CH3:41], predict the reactants needed to synthesize it. The reactants are: Cl.Cl[CH2:3][CH2:4][N:5]([CH2:13][CH2:14]Cl)[CH2:6][C:7]1[CH:12]=[CH:11][CH:10]=[CH:9][CH:8]=1.C1OCCOCCOCCOCCOCCOC1.C([O-])([O-])=O.[K+].[K+].[CH2:40]([O:42][C:43](=[O:62])[CH2:44][S:45]([C:48]1[CH:53]=[CH:52][C:51]([O:54][CH2:55][C:56]2[CH:61]=[CH:60][CH:59]=[CH:58][CH:57]=2)=[CH:50][CH:49]=1)(=[O:47])=[O:46])[CH3:41]. (4) Given the product [CH3:48][CH:49]1[CH2:53][CH2:52][CH:51]([CH3:54])[N:50]1[CH2:55][CH2:56][O:1][C:2]1[CH:3]=[C:4]2[C:9](=[CH:10][CH:11]=1)[CH:8]=[C:7]([C:12]1[C:20]3[C:15](=[CH:16][CH:17]=[C:18]([C:21]#[N:22])[CH:19]=3)[N:14]([CH:23]3[CH2:28][CH2:27][CH2:26][CH2:25][O:24]3)[N:13]=1)[CH:6]=[CH:5]2, predict the reactants needed to synthesize it. The reactants are: [OH:1][C:2]1[CH:3]=[C:4]2[C:9](=[CH:10][CH:11]=1)[CH:8]=[C:7]([C:12]1[C:20]3[C:15](=[CH:16][CH:17]=[C:18]([C:21]#[N:22])[CH:19]=3)[N:14]([CH:23]3[CH2:28][CH2:27][CH2:26][CH2:25][O:24]3)[N:13]=1)[CH:6]=[CH:5]2.C1(P(C2C=CC=CC=2)C2C=CC=CC=2)C=CC=CC=1.[CH3:48][C@H:49]1[CH2:53][CH2:52][C@@H:51]([CH3:54])[N:50]1[CH2:55][CH2:56]O. (5) Given the product [CH2:1]([O:3][C:4]([C@@H:6]1[CH2:11][C@:10]2([CH2:12][O:13][CH:22]3[CH2:23][CH2:24][CH2:25][CH2:26][O:21]3)[C@@H:8]([CH2:9]2)[N:7]1[C:14]([O:16][C:17]([CH3:19])([CH3:18])[CH3:20])=[O:15])=[O:5])[CH3:2], predict the reactants needed to synthesize it. The reactants are: [CH2:1]([O:3][C:4]([C@@H:6]1[CH2:11][C@:10]2([CH2:12][OH:13])[C@@H:8]([CH2:9]2)[N:7]1[C:14]([O:16][C:17]([CH3:20])([CH3:19])[CH3:18])=[O:15])=[O:5])[CH3:2].[O:21]1[CH:26]=[CH:25][CH2:24][CH2:23][CH2:22]1.CC1C=CC(S(O)(=O)=O)=CC=1.O.C([O-])(O)=O.[Na+]. (6) Given the product [CH3:1][C:2]1[CH:3]=[C:4]([NH:5][C:26]([C:25]2[CH:28]=[CH:29][C:22]([S:21][CH3:20])=[CH:23][CH:24]=2)=[NH:27])[CH:6]=[CH:7][C:8]=1[CH3:9], predict the reactants needed to synthesize it. The reactants are: [CH3:1][C:2]1[CH:3]=[C:4]([CH:6]=[CH:7][C:8]=1[CH3:9])[NH2:5].C[Si]([N-][Si](C)(C)C)(C)C.[Li+].[CH3:20][S:21][C:22]1[CH:29]=[CH:28][C:25]([C:26]#[N:27])=[CH:24][CH:23]=1.[Cl-].[NH4+]. (7) Given the product [CH3:1][N:2]([CH3:25])[C:3]1[NH:8][C:7]2=[N:9][CH:10]=[CH:11][C:6]2=[C:5]([C:20]2[O:21][CH:22]=[CH:23][CH:24]=2)[N:4]=1, predict the reactants needed to synthesize it. The reactants are: [CH3:1][N:2]([CH3:25])[C:3]1[N:4]=[C:5]([C:20]2[O:21][CH:22]=[CH:23][CH:24]=2)[C:6]2[CH:11]=[CH:10][N:9](COCC[Si](C)(C)C)[C:7]=2[N:8]=1.[F-].O.